This data is from Full USPTO retrosynthesis dataset with 1.9M reactions from patents (1976-2016). The task is: Predict the reactants needed to synthesize the given product. (1) Given the product [CH2:32]([C:24]1[CH:23]=[C:22]([NH:21][C:18](=[O:20])[CH3:19])[CH:27]=[N:26][C:25]=1[S:28](=[O:30])(=[O:29])[NH:1][C:2]1[CH:3]=[CH:4][C:5]2[CH2:9][O:8][B:7]([OH:10])[C:6]=2[CH:11]=1)[CH3:33], predict the reactants needed to synthesize it. The reactants are: [NH2:1][C:2]1[CH:3]=[CH:4][C:5]2[CH2:9][O:8][B:7]([OH:10])[C:6]=2[CH:11]=1.C(=O)([O-])[O-].[K+].[K+].[C:18]([NH:21][C:22]1[CH:23]=[C:24]([CH2:32][CH3:33])[C:25]([S:28](Cl)(=[O:30])=[O:29])=[N:26][CH:27]=1)(=[O:20])[CH3:19]. (2) Given the product [CH3:1][O:2][C:3]([NH:6][C:7]1[CH:8]=[C:9]2[C:26](=[CH:27][CH:28]=1)[O:25][C:12]1([CH2:13][CH2:14][N:15]([C:18]([O:20][C:21]([CH3:23])([CH3:24])[CH3:22])=[O:19])[CH2:16][CH2:17]1)[CH2:11][C:10]2=[O:29])=[O:4], predict the reactants needed to synthesize it. The reactants are: [CH3:1][O:2][C:3](Cl)=[O:4].[NH2:6][C:7]1[CH:8]=[C:9]2[C:26](=[CH:27][CH:28]=1)[O:25][C:12]1([CH2:17][CH2:16][N:15]([C:18]([O:20][C:21]([CH3:24])([CH3:23])[CH3:22])=[O:19])[CH2:14][CH2:13]1)[CH2:11][C:10]2=[O:29]. (3) Given the product [CH3:25][Si:26]([CH3:28])([CH3:27])[O:3][C@@H:2]1[C@@H:4]([O:5][Si:26]([CH3:28])([CH3:27])[CH3:25])[C@H:6]([O:7][Si:26]([CH3:28])([CH3:27])[CH3:25])[C@@H:8]([CH2:9][O:10][Si:26]([CH3:28])([CH3:27])[CH3:25])[O:11][C:1]1=[O:12], predict the reactants needed to synthesize it. The reactants are: [C:1]1(=[O:12])[O:11][C@H:8]([CH2:9][OH:10])[C@@H:6]([OH:7])[C@H:4]([OH:5])[C@H:2]1[OH:3].O1CCCC1.CN1CCOCC1.[CH3:25][Si:26](Cl)([CH3:28])[CH3:27]. (4) Given the product [CH3:1][C:2]1[CH:21]=[CH:20][C:19]([CH3:22])=[CH:18][C:3]=1[CH2:4][C:5]1[C:12]([C:13]#[N:14])=[C:11]([OH:15])[C:10]([OH:16])=[CH:9][C:6]=1[C:7]#[N:8], predict the reactants needed to synthesize it. The reactants are: [CH3:1][C:2]1[CH:21]=[CH:20][C:19]([CH3:22])=[CH:18][C:3]=1[CH2:4][C:5]1[C:12]([C:13]#[N:14])=[C:11]([OH:15])[C:10]([O:16]C)=[CH:9][C:6]=1[C:7]#[N:8].BrC1C(C#N)=C(O)C(OC)=CC=1C#N.CC1C=CC(C)=CC=1CB1OC(C)(C)C(C)(C)O1. (5) Given the product [CH3:16][C:15]1[O:14][C:13]([C:17]2[CH:22]=[CH:21][CH:20]=[CH:19][CH:18]=2)=[N:12][C:11]=1[CH2:10][O:9][C:5]1[CH:4]=[C:3]([CH2:2][O:23][C:24]2[CH:25]=[C:26]([CH2:30][C:31]([O:33][CH3:34])=[O:32])[CH:27]=[CH:28][CH:29]=2)[CH:8]=[CH:7][N:6]=1, predict the reactants needed to synthesize it. The reactants are: Cl[CH2:2][C:3]1[CH:8]=[CH:7][N:6]=[C:5]([O:9][CH2:10][C:11]2[N:12]=[C:13]([C:17]3[CH:22]=[CH:21][CH:20]=[CH:19][CH:18]=3)[O:14][C:15]=2[CH3:16])[CH:4]=1.[OH:23][C:24]1[CH:25]=[C:26]([CH2:30][C:31]([O:33][CH3:34])=[O:32])[CH:27]=[CH:28][CH:29]=1.C(=O)([O-])[O-].[K+].[K+].CN(C)C=O. (6) Given the product [Cl:1][C:2]1[CH:3]=[C:4]([CH:9]=[CH:10][N:11]=1)[C:5]([N:7]([O:15][CH3:16])[CH3:8])=[O:6], predict the reactants needed to synthesize it. The reactants are: [Cl:1][C:2]1[CH:3]=[C:4]([CH:9]=[CH:10][N:11]=1)[C:5]([NH:7][CH3:8])=[O:6].Cl.CN[O:15][CH3:16].C(Cl)CCl.C1C=CC2N(O)N=NC=2C=1.CCN(CC)CC.